Dataset: Full USPTO retrosynthesis dataset with 1.9M reactions from patents (1976-2016). Task: Predict the reactants needed to synthesize the given product. (1) Given the product [Cl:1][CH2:2][CH2:3][C:4]([C:19]1[CH:24]=[CH:23][CH:22]=[CH:21][CH:20]=1)=[C:5]([C:12]1[CH:13]=[CH:14][C:15]([O:18][CH2:28][CH2:29][O:30][CH2:31][CH2:32][O:33][CH:34]2[CH2:39][CH2:38][CH2:37][CH2:36][O:35]2)=[CH:16][CH:17]=1)[C:6]1[CH:11]=[CH:10][CH:9]=[CH:8][CH:7]=1, predict the reactants needed to synthesize it. The reactants are: [Cl:1][CH2:2][CH2:3][C:4]([C:19]1[CH:24]=[CH:23][CH:22]=[CH:21][CH:20]=1)=[C:5]([C:12]1[CH:17]=[CH:16][C:15]([OH:18])=[CH:14][CH:13]=1)[C:6]1[CH:11]=[CH:10][CH:9]=[CH:8][CH:7]=1.[H-].[Na+].I[CH2:28][CH2:29][O:30][CH2:31][CH2:32][O:33][CH:34]1[CH2:39][CH2:38][CH2:37][CH2:36][O:35]1.O. (2) Given the product [CH3:11][C:1]1[CH:2]=[C:3]([S:7]([O:21][C:15]2[CH:16]=[CH:17][C:18]([CH3:20])=[CH:19][C:14]=2[O:13][CH3:12])(=[O:9])=[O:8])[CH:4]=[CH:5][CH:6]=1, predict the reactants needed to synthesize it. The reactants are: [C:1]1([CH3:11])[CH:6]=[CH:5][CH:4]=[C:3]([S:7](Cl)(=[O:9])=[O:8])[CH:2]=1.[CH3:12][O:13][C:14]1[CH:19]=[C:18]([CH3:20])[CH:17]=[CH:16][C:15]=1[OH:21].C(N(CC)CC)C. (3) Given the product [Cl:1][C:2]1[C:3]([NH:23][C:24](=[O:32])[CH2:25][CH:26]2[CH2:31][CH2:30][CH2:29][CH2:28][CH2:27]2)=[C:4]2[C:9](=[CH:10][CH:11]=1)[N:8]=[C:7]([N:12]1[CH2:17][CH2:16][CH2:15][CH:14]([NH:34][CH3:33])[CH2:13]1)[CH:6]=[CH:5]2, predict the reactants needed to synthesize it. The reactants are: [Cl:1][C:2]1[C:3]([NH:23][C:24](=[O:32])[CH2:25][CH:26]2[CH2:31][CH2:30][CH2:29][CH2:28][CH2:27]2)=[C:4]2[C:9](=[CH:10][CH:11]=1)[N:8]=[C:7]([N:12]1[CH2:17][CH2:16][CH2:15][C@@H:14](OS(C)(=O)=O)[CH2:13]1)[CH:6]=[CH:5]2.[CH3:33][NH2:34]. (4) Given the product [NH2:1][CH2:2][C:3]([NH:5][CH2:6][C:7]1[CH:8]=[C:9]([CH:49]=[CH:50][CH:51]=1)[CH2:10][N:11]1[C:16]([CH3:17])=[CH:15][C:14]([O:18][CH2:19][C:20]2[CH:46]=[CH:45][CH:44]=[CH:43][C:21]=2[CH2:22][NH:23][C:24]([NH:26][C:27]2[N:31]([C:32]3[CH:37]=[CH:36][CH:35]=[C:34]([OH:38])[CH:33]=3)[N:30]=[C:29]([C:39]([S:85][CH3:82])([CH3:41])[CH3:40])[CH:28]=2)=[O:25])=[C:13]([Cl:47])[C:12]1=[O:48])=[O:4], predict the reactants needed to synthesize it. The reactants are: [NH2:1][CH2:2][C:3]([NH:5][CH2:6][C:7]1[CH:8]=[C:9]([CH:49]=[CH:50][CH:51]=1)[CH2:10][N:11]1[C:16]([CH3:17])=[CH:15][C:14]([O:18][CH2:19][C:20]2[CH:46]=[CH:45][CH:44]=[CH:43][C:21]=2[CH2:22][NH:23][C:24]([NH:26][C:27]2[N:31]([C:32]3[CH:37]=[CH:36][CH:35]=[C:34]([OH:38])[CH:33]=3)[N:30]=[C:29]([C:39](C)([CH3:41])[CH3:40])[CH:28]=2)=[O:25])=[C:13]([Cl:47])[C:12]1=[O:48])=[O:4].NC1N(C2C=C(O)C=CC=2)N=C(C(C)(C)C)C=1.NC1N(C2C=C(O)C=CC=2)N=C([C:82]([S:85]C)(C)C)C=1. (5) Given the product [CH2:32]([N:28]1[CH:27]=[C:26]2[C:30]([CH:31]=[C:23]([C:8]3[CH:9]=[C:10]([CH:11]4[CH2:15][CH2:14][NH:13][CH2:12]4)[N:6]4[C:7]=3[C:2]([NH2:1])=[N:3][CH:4]=[N:5]4)[CH:24]=[CH:25]2)=[N:29]1)[C:33]1[CH:34]=[CH:35][CH:36]=[CH:37][CH:38]=1, predict the reactants needed to synthesize it. The reactants are: [NH2:1][C:2]1[C:7]2=[C:8]([C:23]3[CH:24]=[CH:25][C:26]4[C:30]([CH:31]=3)=[N:29][N:28]([CH2:32][C:33]3[CH:38]=[CH:37][CH:36]=[CH:35][CH:34]=3)[CH:27]=4)[CH:9]=[C:10]([CH:11]3[CH2:15][CH2:14][N:13](C(OC(C)(C)C)=O)[CH2:12]3)[N:6]2[N:5]=[CH:4][N:3]=1.FC(F)(F)C(O)=O. (6) Given the product [CH3:1][N:2]1[C:7]([N:8]([CH3:24])[C:9]2[CH:14]=[CH:13][N:12]=[C:11]([S:15][CH3:16])[N:10]=2)=[CH:6][C:5]([C:17]2[CH:18]=[CH:19][CH:20]=[CH:21][CH:22]=2)=[CH:4][C:3]1=[O:23], predict the reactants needed to synthesize it. The reactants are: [CH3:1][N:2]1[C:7]([NH:8][C:9]2[CH:14]=[CH:13][N:12]=[C:11]([S:15][CH3:16])[N:10]=2)=[CH:6][C:5]([C:17]2[CH:22]=[CH:21][CH:20]=[CH:19][CH:18]=2)=[CH:4][C:3]1=[O:23].[C:24]([O-])([O-])=O.[K+].[K+].CI. (7) Given the product [Cl:1][C:2]1[CH:3]=[CH:4][C:5]2[C:6]3[N:14]=[CH:13][C:12]([C:15]4[N:19]([CH3:20])[N:18]=[N:17][C:16]=4[CH3:21])=[CH:11][C:7]=3[N:8]([C@H:47]([C:41]3[CH:46]=[CH:45][CH:44]=[CH:43][CH:42]=3)[CH:49]3[CH2:50][CH2:51][O:52][CH2:53][CH2:54]3)[C:9]=2[CH:10]=1, predict the reactants needed to synthesize it. The reactants are: [Cl:1][C:2]1[CH:3]=[CH:4][C:5]2[C:6]3[N:14]=[CH:13][C:12]([C:15]4[N:19]([CH3:20])[N:18]=[N:17][C:16]=4[CH3:21])=[CH:11][C:7]=3[NH:8][C:9]=2[CH:10]=1.C1(P(C2C=CC=CC=2)C2C=CC=CC=2)C=CC=CC=1.[C:41]1([C@@H:47]([CH:49]2[CH2:54][CH2:53][O:52][CH2:51][CH2:50]2)O)[CH:46]=[CH:45][CH:44]=[CH:43][CH:42]=1.N(C(OC(C)(C)C)=O)=NC(OC(C)(C)C)=O.